This data is from Catalyst prediction with 721,799 reactions and 888 catalyst types from USPTO. The task is: Predict which catalyst facilitates the given reaction. (1) Reactant: Cl[CH2:2][CH2:3][C:4]([C:10]1[CH:15]=[CH:14][CH:13]=[CH:12][CH:11]=1)([OH:9])[CH2:5][C:6]([CH3:8])=[CH2:7].[NH2:16][C@H:17]1[CH2:22][CH2:21][CH2:20][N:19]([C:23]([O:25][C:26]([CH3:29])([CH3:28])[CH3:27])=[O:24])[CH2:18]1.C([O-])([O-])=O.[K+].[K+]. Product: [OH:9][C:4]([C:10]1[CH:15]=[CH:14][CH:13]=[CH:12][CH:11]=1)([CH2:5][C:6]([CH3:8])=[CH2:7])[CH2:3][CH2:2][NH:16][C@H:17]1[CH2:22][CH2:21][CH2:20][N:19]([C:23]([O:25][C:26]([CH3:29])([CH3:28])[CH3:27])=[O:24])[CH2:18]1. The catalyst class is: 10. (2) Reactant: [C:1]([C:5]1[CH:10]=[CH:9][CH:8]=[CH:7][C:6]=1[CH2:11][OH:12])([CH3:4])([CH3:3])[CH3:2].C(N(CC)CC)C.O. Product: [C:1]([C:5]1[CH:10]=[CH:9][CH:8]=[CH:7][C:6]=1[CH:11]=[O:12])([CH3:4])([CH3:2])[CH3:3]. The catalyst class is: 16. (3) Reactant: [I:1][C:2]1[CH:12]=[CH:11][C:5]([C:6](OCC)=[O:7])=[CH:4][N:3]=1.[BH4-].[Na+].O. Product: [I:1][C:2]1[N:3]=[CH:4][C:5]([CH2:6][OH:7])=[CH:11][CH:12]=1. The catalyst class is: 621. (4) Reactant: [C:1]([C:3]1[CH:8]=[CH:7][C:6]([S:9]([C:12]2[CH:20]=[CH:19][C:18]3[N:17]([CH3:21])[C:16]4[CH2:22][CH:23]5[NH:27][CH:26]([C:15]=4[C:14]=3[C:13]=2C(OC(C)(C)C)=O)[CH2:25][CH2:24]5)(=[O:11])=[O:10])=[CH:5][CH:4]=1)#[N:2].[ClH:35]. Product: [ClH:35].[C:1]([C:3]1[CH:8]=[CH:7][C:6]([S:9]([C:12]2[CH:13]=[C:14]3[C:18](=[CH:19][CH:20]=2)[N:17]([CH3:21])[C:16]2[CH2:22][CH:23]4[NH:27][CH:26]([C:15]3=2)[CH2:25][CH2:24]4)(=[O:11])=[O:10])=[CH:5][CH:4]=1)#[N:2]. The catalyst class is: 27.